This data is from Reaction yield outcomes from USPTO patents with 853,638 reactions. The task is: Predict the reaction yield, written as a fraction of the theoretical maximum amount of product (1.0 means a 100% yield; for example, 0.34 means a 34% yield). The reactants are [Cl:1][C:2]1[CH:3]=[C:4]([C:8]2[N:13]=[C:12]([NH:14][C:15]3[CH:20]=[CH:19][C:18]([CH:21](C(F)(F)F)[C:22]([O:24][CH2:25][CH3:26])=[O:23])=[CH:17][CH:16]=3)[CH:11]=[C:10]([CH2:31][CH3:32])[N:9]=2)[CH:5]=[CH:6][CH:7]=1.O[Li].O. The catalyst is O1CCOCC1.O. The product is [Cl:1][C:2]1[CH:3]=[C:4]([C:8]2[N:13]=[C:12]([NH:14][C:15]3[CH:20]=[CH:19][C:18]([CH2:21][C:22]([O:24][CH2:25][CH3:26])=[O:23])=[CH:17][CH:16]=3)[CH:11]=[C:10]([CH2:31][CH3:32])[N:9]=2)[CH:5]=[CH:6][CH:7]=1. The yield is 0.530.